From a dataset of Full USPTO retrosynthesis dataset with 1.9M reactions from patents (1976-2016). Predict the reactants needed to synthesize the given product. (1) Given the product [CH3:1][O:2][C:3]1[CH:12]=[C:11]2[C:6]([C:7](=[N:23][OH:24])[CH:8]([C:13]3[CH:14]=[CH:15][CH:16]=[C:17]([O:27][CH3:25])[CH:18]=3)[CH2:9][O:10]2)=[CH:5][CH:4]=1, predict the reactants needed to synthesize it. The reactants are: [CH3:1][O:2][C:3]1[CH:12]=[C:11]2[C:6]([C:7](=O)[CH:8]([C:13]3[CH:18]=[CH:17][C:16](OC)=[CH:15][CH:14]=3)[CH2:9][O:10]2)=[CH:5][CH:4]=1.Cl.[NH2:23][OH:24].[CH2:25]([OH:27])C. (2) Given the product [NH2:27][C:23]1[CH:22]=[C:21]([N:18]2[CH2:17][CH2:16][N:15]([CH2:14][CH2:13][C:12]3[N:8]([CH2:7][CH:1]4[CH2:6][CH2:5][CH2:4][CH2:3][CH2:2]4)[C:9](=[O:31])[N:10]([CH3:30])[N:11]=3)[CH2:20][CH2:19]2)[CH:26]=[CH:25][CH:24]=1, predict the reactants needed to synthesize it. The reactants are: [CH:1]1([CH2:7][N:8]2[C:12]([CH2:13][CH2:14][N:15]3[CH2:20][CH2:19][N:18]([C:21]4[CH:26]=[CH:25][CH:24]=[C:23]([N+:27]([O-])=O)[CH:22]=4)[CH2:17][CH2:16]3)=[N:11][N:10]([CH3:30])[C:9]2=[O:31])[CH2:6][CH2:5][CH2:4][CH2:3][CH2:2]1. (3) Given the product [CH2:1]([N:8]1[CH2:22][CH2:21][C:11]2([O:19][C:18]3[CH:17]=[N:16][N:15]([CH:24]([CH3:25])[CH3:23])[C:14]=3[C:13](=[O:20])[CH2:12]2)[CH2:10][CH2:9]1)[C:2]1[CH:3]=[CH:4][CH:5]=[CH:6][CH:7]=1, predict the reactants needed to synthesize it. The reactants are: [CH2:1]([N:8]1[CH2:22][CH2:21][C:11]2([O:19][C:18]3[CH:17]=[N:16][NH:15][C:14]=3[C:13](=[O:20])[CH2:12]2)[CH2:10][CH2:9]1)[C:2]1[CH:7]=[CH:6][CH:5]=[CH:4][CH:3]=1.[CH3:23][CH:24](O)[CH3:25].C1(P(C2C=CC=CC=2)C2C=CC=CC=2)C=CC=CC=1.C1C=CC(COC(/N=N/C(OCC2C=CC=CC=2)=O)=O)=CC=1. (4) The reactants are: [CH2:1]([S:3]([C:6]1[C:14]2[C:9](=[CH:10][CH:11]=[CH:12][CH:13]=2)[NH:8][N:7]=1)(=[O:5])=[O:4])[CH3:2].[Cl:15][C:16]1[CH:33]=[CH:32][C:19]2[N:20]([CH2:25][CH2:26][CH2:27][S:28]([CH3:31])(=[O:30])=[O:29])[C:21]([CH2:23]Cl)=[N:22][C:18]=2[CH:17]=1. Given the product [Cl:15][C:16]1[CH:33]=[CH:32][C:19]2[N:20]([CH2:25][CH2:26][CH2:27][S:28]([CH3:31])(=[O:29])=[O:30])[C:21]([CH2:23][N:8]3[C:9]4[C:14](=[CH:13][CH:12]=[CH:11][CH:10]=4)[C:6]([S:3]([CH2:1][CH3:2])(=[O:5])=[O:4])=[N:7]3)=[N:22][C:18]=2[CH:17]=1, predict the reactants needed to synthesize it. (5) Given the product [CH3:1][C:2]1([CH3:28])[C:6]([CH3:7])([CH3:8])[O:5][B:4]([C:9]2[CH:10]=[C:11]3[C:16](=[CH:17][CH:18]=2)[CH:15]=[C:14]([C:13]2[CH:12]=[C:32]4[N:38]=[C:37]([C@@H:39]5[CH2:43][CH2:42][CH2:41][N:40]5[C:44]([O:46][C:47]([CH3:50])([CH3:49])[CH3:48])=[O:45])[N:36]([CH2:51][O:52][CH2:53][CH2:54][Si:55]([CH3:58])([CH3:57])[CH3:56])[C:33]4=[N:34][CH:35]=2)[CH:61]=[CH:60]3)[O:3]1, predict the reactants needed to synthesize it. The reactants are: [CH3:1][C:2]1([CH3:28])[C:6]([CH3:8])([CH3:7])[O:5][B:4]([C:9]2[CH:18]=[CH:17][C:16]3[C:11](=[CH:12][CH:13]=[C:14](B4OC(C)(C)C(C)(C)O4)[CH:15]=3)[CH:10]=2)[O:3]1.BrC1C=[C:32]2[N:38]=[C:37]([C@@H:39]3[CH2:43][CH2:42][CH2:41][N:40]3[C:44]([O:46][C:47]([CH3:50])([CH3:49])[CH3:48])=[O:45])[N:36]([CH2:51][O:52][CH2:53][CH2:54][Si:55]([CH3:58])([CH3:57])[CH3:56])[C:33]2=[N:34][CH:35]=1.N1(C([O-])=O)CC[CH2:61][CH2:60]1.C(=O)([O-])[O-].[Cs+].[Cs+].C1(P(C2CCCCC2)C2C=CC=CC=2C2C(OC)=CC=CC=2OC)CCCCC1.